This data is from Catalyst prediction with 721,799 reactions and 888 catalyst types from USPTO. The task is: Predict which catalyst facilitates the given reaction. (1) Reactant: [CH2:1]([O:8][C:9]1[CH:13]=[CH:12][S:11][C:10]=1[C:14]([O:16]C)=[O:15])[C:2]1[CH:7]=[CH:6][CH:5]=[CH:4][CH:3]=1.[OH-].[Na+]. Product: [CH2:1]([O:8][C:9]1[CH:13]=[CH:12][S:11][C:10]=1[C:14]([OH:16])=[O:15])[C:2]1[CH:7]=[CH:6][CH:5]=[CH:4][CH:3]=1. The catalyst class is: 92. (2) Reactant: [F:1][CH:2]([F:33])[C:3]1[CH:4]=[C:5]([C:10]2[CH:15]=[C:14]([O:16][CH3:17])[C:13]([C:18]3[C:27]4[C:22](=[CH:23][C:24]([S:28]([OH:31])(=[O:30])=O)=[CH:25][CH:26]=4)[CH:21]=[CH:20][N:19]=3)=[CH:12][C:11]=2[F:32])[CH:6]=[C:7]([F:9])[CH:8]=1.S(Cl)(Cl)=O.CN(C)C=O.S(Cl)(Cl)(=O)=O.[NH2:48][C:49]1[CH:53]=[CH:52][O:51][N:50]=1.C(N(CC)CC)C.Cl. Product: [F:33][CH:2]([F:1])[C:3]1[CH:4]=[C:5]([C:10]2[CH:15]=[C:14]([O:16][CH3:17])[C:13]([C:18]3[C:27]4[C:22](=[CH:23][C:24]([S:28]([NH:48][C:49]5[CH:53]=[CH:52][O:51][N:50]=5)(=[O:30])=[O:31])=[CH:25][CH:26]=4)[CH:21]=[CH:20][N:19]=3)=[CH:12][C:11]=2[F:32])[CH:6]=[C:7]([F:9])[CH:8]=1. The catalyst class is: 298.